From a dataset of hERG Central: cardiac toxicity at 1µM, 10µM, and general inhibition. Predict hERG channel inhibition at various concentrations. (1) The compound is CSCC[C@H](NC(=O)[C@@H]1Cc2ccccc2CN1)C(=O)Nc1ccc2c(c1)OCCO2. Results: hERG_inhib (hERG inhibition (general)): blocker. (2) The compound is O=C(C1=C[C@H](c2coc3ccccc3c2=O)C[C@H](OCCCCO)O1)N1CCN(Cc2ccc3c(c2)OCO3)CC1. Results: hERG_inhib (hERG inhibition (general)): blocker.